Dataset: Full USPTO retrosynthesis dataset with 1.9M reactions from patents (1976-2016). Task: Predict the reactants needed to synthesize the given product. Given the product [NH:33]1[C:28]2[CH:27]=[C:26]([N:23]3[C@@H:18]([C:15]4[CH:14]=[CH:13][C:12]([O:11][CH2:8][CH2:9][CH3:10])=[CH:17][CH:16]=4)[CH2:19][O:20][CH2:21][C:22]3=[O:24])[CH:31]=[CH:30][C:29]=2[N:32]=[CH:2]1, predict the reactants needed to synthesize it. The reactants are: F[C:2](F)(F)C([O-])=O.[CH2:8]([O:11][C:12]1[CH:17]=[CH:16][C:15]([C@@H:18]2[NH:23][C:22](=[O:24])[CH2:21][O:20][CH2:19]2)=[CH:14][CH:13]=1)[CH2:9][CH3:10].I[C:26]1[CH:27]=[C:28]([NH2:33])[C:29]([NH2:32])=[CH:30][CH:31]=1.[F-].[Cs+].C1(N)CCCCC1N.